Dataset: Catalyst prediction with 721,799 reactions and 888 catalyst types from USPTO. Task: Predict which catalyst facilitates the given reaction. (1) Reactant: [CH3:1][C:2]([O:5][C:6]([NH:8][C@@H:9]1[CH2:14][CH2:13][C@H:12]([C:15]([OH:17])=O)[CH2:11][CH2:10]1)=[O:7])([CH3:4])[CH3:3].C1C=CC2N(O)N=[N:24]C=2C=1.N. Product: [NH2:24][C:15]([C@@H:12]1[CH2:13][CH2:14][C@H:9]([NH:8][C:6](=[O:7])[O:5][C:2]([CH3:4])([CH3:3])[CH3:1])[CH2:10][CH2:11]1)=[O:17]. The catalyst class is: 344. (2) Reactant: [NH:1]([C:3]1[CH:10]=[CH:9][C:6]([C:7]#[N:8])=[C:5]([NH:11][CH:12]2[CH2:17][CH2:16][CH:15]([OH:18])[CH2:14][CH2:13]2)[CH:4]=1)[NH2:2].[CH3:19][C:20]1([CH3:32])[CH2:25][C:24](=[O:26])[CH:23]([CH2:27][C:28](=O)[CH3:29])[C:22](=O)[CH2:21]1.C(O)(=O)C. Product: [OH:18][CH:15]1[CH2:16][CH2:17][CH:12]([NH:11][C:5]2[CH:4]=[C:3]([N:1]3[C:22]4[CH2:21][C:20]([CH3:32])([CH3:19])[CH2:25][C:24](=[O:26])[C:23]=4[CH2:27][C:28]([CH3:29])=[N:2]3)[CH:10]=[CH:9][C:6]=2[C:7]#[N:8])[CH2:13][CH2:14]1. The catalyst class is: 8. (3) Reactant: [Cl:1][C:2]1[CH:3]=[C:4]([F:18])[C:5]([C:8]2[C:9]([CH3:17])=[C:10]([C:14]([NH2:16])=O)[N:11]([CH3:13])[N:12]=2)=[N:6][CH:7]=1.N1C=CC=CC=1.FC(F)(F)C(OC(=O)C(F)(F)F)=O. Product: [Cl:1][C:2]1[CH:3]=[C:4]([F:18])[C:5]([C:8]2[C:9]([CH3:17])=[C:10]([C:14]#[N:16])[N:11]([CH3:13])[N:12]=2)=[N:6][CH:7]=1. The catalyst class is: 12. (4) Reactant: [H-].[Na+].[O:3]=[C:4]([CH2:12][CH2:13][CH2:14][CH2:15][CH3:16])[CH2:5]P(=O)(OC)OC.[CH3:17][O:18][C:19](=[O:35])[CH2:20][CH2:21][CH2:22][CH2:23][CH2:24][CH2:25][N:26]1[C:31](=[O:32])[CH2:30][CH2:29][CH2:28][C@@H:27]1[CH:33]=O. Product: [CH3:17][O:18][C:19](=[O:35])[CH2:20][CH2:21][CH2:22][CH2:23][CH2:24][CH2:25][N:26]1[C@@H:27](/[CH:33]=[CH:5]/[C:4](=[O:3])[CH2:12][CH2:13][CH2:14][CH2:15][CH3:16])[CH2:28][CH2:29][CH2:30][C:31]1=[O:32]. The catalyst class is: 1.